This data is from TCR-epitope binding with 47,182 pairs between 192 epitopes and 23,139 TCRs. The task is: Binary Classification. Given a T-cell receptor sequence (or CDR3 region) and an epitope sequence, predict whether binding occurs between them. (1) The epitope is FQPTNGVGY. The TCR CDR3 sequence is CASGLGQASYNEQFF. Result: 0 (the TCR does not bind to the epitope). (2) The epitope is QECVRGTTVL. The TCR CDR3 sequence is CAIGDRSSGEQYF. Result: 0 (the TCR does not bind to the epitope). (3) The epitope is AIMTRCLAV. The TCR CDR3 sequence is CASSLGGGLQETQYF. Result: 0 (the TCR does not bind to the epitope). (4) The epitope is NQKLIANQF. The TCR CDR3 sequence is CASSYSQGGFADTQYF. Result: 1 (the TCR binds to the epitope). (5) The epitope is RIFTIGTVTLK. The TCR CDR3 sequence is CASSLEGGNNEQFF. Result: 0 (the TCR does not bind to the epitope).